The task is: Binary Classification. Given a miRNA mature sequence and a target amino acid sequence, predict their likelihood of interaction.. This data is from Experimentally validated miRNA-target interactions with 360,000+ pairs, plus equal number of negative samples. Result: 1 (interaction). The miRNA is mmu-miR-3086-5p with sequence UAGAUUGUAGGCCCAUUGGA. The protein sequence of the target gene is MGLRAGRLASPSRGVLQLLRLPLLLLLLLSSGARGAAAQGDTEVPTLYLWKTGPWGRCMGDDCGPGGIQTRAVWCAHVEGWTTLHTNCKQAVRPSNQQNCFKVCDWHKELYDWRLGTWDRCQPVISKSLEKSRECVKGEEGIQVREIMCIQKDKDIPAEDIICEYFEPKPLLEQACLIPCQKDCIVSEFSPWSECSRTCGSGLQHRTRHVVAPPQYGGSGCPNLTEFQVCQSNPCEEDESLYSLQVGPWSACSVPHTRQARQARRRGKNKEREKERGKAVKDPEARELIKKKRNRNRQNR....